This data is from Peptide-MHC class I binding affinity with 185,985 pairs from IEDB/IMGT. The task is: Regression. Given a peptide amino acid sequence and an MHC pseudo amino acid sequence, predict their binding affinity value. This is MHC class I binding data. (1) The peptide sequence is VSMTYLYNK. The MHC is HLA-A03:01 with pseudo-sequence HLA-A03:01. The binding affinity (normalized) is 0.604. (2) The peptide sequence is ERPIFPHPSKPTFLP. The MHC is HLA-B44:03 with pseudo-sequence HLA-B44:03. The binding affinity (normalized) is 0.00656. (3) The peptide sequence is GTWQMDCTHL. The MHC is Mamu-A01 with pseudo-sequence Mamu-A01. The binding affinity (normalized) is 0.591. (4) The peptide sequence is ALYYVHSLL. The MHC is HLA-A02:02 with pseudo-sequence HLA-A02:02. The binding affinity (normalized) is 0.699. (5) The peptide sequence is SSGKMGFAL. The MHC is H-2-Kb with pseudo-sequence H-2-Kb. The binding affinity (normalized) is 0.314. (6) The peptide sequence is FLPDTRFGV. The MHC is HLA-A02:01 with pseudo-sequence HLA-A02:01. The binding affinity (normalized) is 0.865. (7) The peptide sequence is YQRRRRFAI. The MHC is HLA-A29:02 with pseudo-sequence HLA-A29:02. The binding affinity (normalized) is 0.0847. (8) The peptide sequence is GLENGLNYI. The MHC is HLA-A01:01 with pseudo-sequence HLA-A01:01. The binding affinity (normalized) is 0.0847. (9) The peptide sequence is GEGHGAGGW. The MHC is Mamu-B17 with pseudo-sequence Mamu-B17. The binding affinity (normalized) is 0.119. (10) The peptide sequence is IVMRYVLDH. The MHC is HLA-B14:02 with pseudo-sequence HLA-B14:02. The binding affinity (normalized) is 0.213.